This data is from NCI-60 drug combinations with 297,098 pairs across 59 cell lines. The task is: Regression. Given two drug SMILES strings and cell line genomic features, predict the synergy score measuring deviation from expected non-interaction effect. (1) Drug 1: CNC(=O)C1=CC=CC=C1SC2=CC3=C(C=C2)C(=NN3)C=CC4=CC=CC=N4. Drug 2: COC1=CC(=CC(=C1O)OC)C2C3C(COC3=O)C(C4=CC5=C(C=C24)OCO5)OC6C(C(C7C(O6)COC(O7)C8=CC=CS8)O)O. Cell line: SNB-19. Synergy scores: CSS=37.0, Synergy_ZIP=1.57, Synergy_Bliss=4.06, Synergy_Loewe=-11.8, Synergy_HSA=4.84. (2) Drug 1: CC1=CC=C(C=C1)C2=CC(=NN2C3=CC=C(C=C3)S(=O)(=O)N)C(F)(F)F. Drug 2: CCC1(CC2CC(C3=C(CCN(C2)C1)C4=CC=CC=C4N3)(C5=C(C=C6C(=C5)C78CCN9C7C(C=CC9)(C(C(C8N6C)(C(=O)OC)O)OC(=O)C)CC)OC)C(=O)OC)O.OS(=O)(=O)O. Cell line: 786-0. Synergy scores: CSS=1.37, Synergy_ZIP=0.348, Synergy_Bliss=2.13, Synergy_Loewe=0.603, Synergy_HSA=0.863. (3) Drug 1: CN(C)N=NC1=C(NC=N1)C(=O)N. Drug 2: CS(=O)(=O)OCCCCOS(=O)(=O)C. Cell line: SW-620. Synergy scores: CSS=14.9, Synergy_ZIP=-2.40, Synergy_Bliss=4.17, Synergy_Loewe=-6.88, Synergy_HSA=-1.08. (4) Drug 1: CNC(=O)C1=CC=CC=C1SC2=CC3=C(C=C2)C(=NN3)C=CC4=CC=CC=N4. Drug 2: CC1C(C(CC(O1)OC2CC(OC(C2O)C)OC3=CC4=CC5=C(C(=O)C(C(C5)C(C(=O)C(C(C)O)O)OC)OC6CC(C(C(O6)C)O)OC7CC(C(C(O7)C)O)OC8CC(C(C(O8)C)O)(C)O)C(=C4C(=C3C)O)O)O)O. Cell line: IGROV1. Synergy scores: CSS=2.54, Synergy_ZIP=1.89, Synergy_Bliss=4.58, Synergy_Loewe=4.07, Synergy_HSA=4.15. (5) Drug 1: C1CCC(CC1)NC(=O)N(CCCl)N=O. Drug 2: CC=C1C(=O)NC(C(=O)OC2CC(=O)NC(C(=O)NC(CSSCCC=C2)C(=O)N1)C(C)C)C(C)C. Cell line: HL-60(TB). Synergy scores: CSS=32.6, Synergy_ZIP=2.89, Synergy_Bliss=-1.86, Synergy_Loewe=-27.5, Synergy_HSA=-0.748.